This data is from Forward reaction prediction with 1.9M reactions from USPTO patents (1976-2016). The task is: Predict the product of the given reaction. (1) Given the reactants [Br:1][C:2]1[N:6]([C:7]([CH3:10])([CH3:9])[CH3:8])[N:5]=[CH:4][C:3]=1[C:11]([OH:13])=O.CC[N:16]=C=NCCCN(C)C.C1C=CC2N(O)N=NC=2C=1.[Cl-].[NH4+], predict the reaction product. The product is: [Br:1][C:2]1[N:6]([C:7]([CH3:10])([CH3:9])[CH3:8])[N:5]=[CH:4][C:3]=1[C:11]([NH2:16])=[O:13]. (2) Given the reactants [O-]CC.[Na+].C1(C)C=CC=CC=1.[C:12]([O:15][CH2:16][CH3:17])(=[O:14])[CH3:13].C[O:19][C:20]([C:22]1[CH:27]=[CH:26][CH:25]=[C:24]([CH3:28])[N:23]=1)=O, predict the reaction product. The product is: [CH2:16]([O:15][C:12](=[O:14])[CH2:13][C:20]([C:22]1[CH:27]=[CH:26][CH:25]=[C:24]([CH3:28])[N:23]=1)=[O:19])[CH3:17]. (3) Given the reactants [CH2:1]([C:5]1[N:6]([CH2:18][CH2:19][OH:20])[C:7]2[C:16]3[CH:15]=[CH:14][CH:13]=[CH:12][C:11]=3[N:10]=[CH:9][C:8]=2[N:17]=1)[CH2:2][CH2:3][CH3:4].[CH2:21](Br)[C:22]#[CH:23], predict the reaction product. The product is: [CH2:1]([C:5]1[N:6]([CH2:18][CH2:19][O:20][CH2:23][C:22]#[CH:21])[C:7]2[C:16]3[CH:15]=[CH:14][CH:13]=[CH:12][C:11]=3[N:10]=[CH:9][C:8]=2[N:17]=1)[CH2:2][CH2:3][CH3:4]. (4) Given the reactants [CH2:1]([O:8][C:9]1[CH:15]=[CH:14][CH:13]=[CH:12][C:10]=1[NH2:11])[C:2]1[CH:7]=[CH:6][CH:5]=[CH:4][CH:3]=1.[N:16]([O-])=O.[Na+].[Sn](Cl)(Cl)(Cl)Cl, predict the reaction product. The product is: [CH2:1]([O:8][C:9]1[CH:15]=[CH:14][CH:13]=[CH:12][C:10]=1[NH:11][NH2:16])[C:2]1[CH:3]=[CH:4][CH:5]=[CH:6][CH:7]=1. (5) Given the reactants [Cl:1][C:2]1[C:3]2[CH:13]=[CH:12][C:11](=[O:14])[N:10]([C:15]3[CH:20]=[CH:19][C:18]([F:21])=[CH:17][C:16]=3[F:22])[C:4]=2[N:5]=[C:6]([S:8][CH3:9])[N:7]=1.C1C=C(Cl)C=C(C(OO)=[O:31])C=1, predict the reaction product. The product is: [Cl:1][C:2]1[C:3]2[CH:13]=[CH:12][C:11](=[O:14])[N:10]([C:15]3[CH:20]=[CH:19][C:18]([F:21])=[CH:17][C:16]=3[F:22])[C:4]=2[N:5]=[C:6]([S:8]([CH3:9])=[O:31])[N:7]=1. (6) The product is: [CH2:1]([S:3][CH2:4][CH2:5][O:6][C:7]1[CH:8]=[C:9]([CH3:36])[C:10]([C:14]2[CH:19]=[CH:18][CH:17]=[C:16]([CH2:20][O:21][C:22]3[CH:35]=[CH:34][C:25]4[C@H:26]([CH2:29][C:30]([OH:32])=[O:31])[CH2:27][O:28][C:24]=4[CH:23]=3)[CH:15]=2)=[C:11]([CH3:13])[CH:12]=1)[CH3:2]. Given the reactants [CH2:1]([S:3][CH2:4][CH2:5][O:6][C:7]1[CH:12]=[C:11]([CH3:13])[C:10]([C:14]2[CH:19]=[CH:18][CH:17]=[C:16]([CH2:20][O:21][C:22]3[CH:35]=[CH:34][C:25]4[C@H:26]([CH2:29][C:30]([O:32]C)=[O:31])[CH2:27][O:28][C:24]=4[CH:23]=3)[CH:15]=2)=[C:9]([CH3:36])[CH:8]=1)[CH3:2].CO.[OH-].[Na+].Cl, predict the reaction product. (7) Given the reactants [N:1]1([CH2:6][CH2:7][NH2:8])[CH2:5][CH2:4][CH2:3][CH2:2]1.C[Al](C)C.C[O:14][C:15](=O)[C:16]1[CH:21]=[CH:20][C:19]([N:22]2[C:26]([NH:27][C:28]([NH:30][C:31]3[CH:36]=[CH:35][C:34]([O:37][C:38]4[CH:43]=[CH:42][N:41]=[CH:40][CH:39]=4)=[CH:33][CH:32]=3)=[O:29])=[CH:25][C:24]([C:44]([CH3:47])([CH3:46])[CH3:45])=[N:23]2)=[CH:18][CH:17]=1, predict the reaction product. The product is: [C:44]([C:24]1[CH:25]=[C:26]([NH:27][C:28]([NH:30][C:31]2[CH:32]=[CH:33][C:34]([O:37][C:38]3[CH:43]=[CH:42][N:41]=[CH:40][CH:39]=3)=[CH:35][CH:36]=2)=[O:29])[N:22]([C:19]2[CH:18]=[CH:17][C:16]([C:15]([NH:8][CH2:7][CH2:6][N:1]3[CH2:5][CH2:4][CH2:3][CH2:2]3)=[O:14])=[CH:21][CH:20]=2)[N:23]=1)([CH3:47])([CH3:45])[CH3:46].